This data is from Reaction yield outcomes from USPTO patents with 853,638 reactions. The task is: Predict the reaction yield, written as a fraction of the theoretical maximum amount of product (1.0 means a 100% yield; for example, 0.34 means a 34% yield). (1) The reactants are [Cl-].O[NH3+:3].[C:4](=[O:7])([O-])[OH:5].[Na+].CS(C)=O.[CH2:13]([C:17]1[N:18]=[C:19]([CH3:48])[N:20]([CH2:39][C:40]2[CH:41]=[N:42][C:43]([CH2:46][CH3:47])=[CH:44][CH:45]=2)[C:21](=[O:38])[C:22]=1[CH2:23][C:24]1[CH:29]=[CH:28][C:27]([C:30]2[C:31]([C:36]#[N:37])=[CH:32][CH:33]=[CH:34][CH:35]=2)=[CH:26][CH:25]=1)[CH2:14][CH2:15][CH3:16]. The catalyst is C(OCC)(=O)C. The product is [CH2:13]([C:17]1[N:18]=[C:19]([CH3:48])[N:20]([CH2:39][C:40]2[CH:41]=[N:42][C:43]([CH2:46][CH3:47])=[CH:44][CH:45]=2)[C:21](=[O:38])[C:22]=1[CH2:23][C:24]1[CH:25]=[CH:26][C:27]([C:30]2[CH:35]=[CH:34][CH:33]=[CH:32][C:31]=2[C:36]2[NH:3][C:4](=[O:7])[O:5][N:37]=2)=[CH:28][CH:29]=1)[CH2:14][CH2:15][CH3:16]. The yield is 0.360. (2) The reactants are [F:1][C:2]1[CH:7]=[CH:6][C:5]([C:8]2[N:9]=[C:10]([CH:28]3[CH2:33][CH2:32][NH:31][CH2:30][CH2:29]3)[S:11][C:12]=2[C:13]2[CH:18]=[CH:17][N:16]=[C:15]([NH:19][C@H:20]([C:22]3[CH:27]=[CH:26][CH:25]=[CH:24][CH:23]=3)[CH3:21])[CH:14]=2)=[CH:4][CH:3]=1.[CH2:34]=O.[BH4-].[Na+]. The catalyst is CO. The product is [F:1][C:2]1[CH:7]=[CH:6][C:5]([C:8]2[N:9]=[C:10]([CH:28]3[CH2:33][CH2:32][N:31]([CH3:34])[CH2:30][CH2:29]3)[S:11][C:12]=2[C:13]2[CH:18]=[CH:17][N:16]=[C:15]([NH:19][C@H:20]([C:22]3[CH:27]=[CH:26][CH:25]=[CH:24][CH:23]=3)[CH3:21])[CH:14]=2)=[CH:4][CH:3]=1. The yield is 0.860. (3) The reactants are [CH3:1][CH2:2][CH2:3][CH2:4][NH:5][C:6]1[CH:7]=[C:8]([C:23]([OH:25])=O)[CH:9]=[C:10]([S:19]([NH2:22])(=[O:21])=[O:20])[C:11]=1[O:12][C:13]1[CH:14]=[CH:15][CH:16]=[CH:17][CH:18]=1.C(N=C=NCCCN(C)C)C.ON1C2C=CC=CC=2N=N1.[CH2:47]([NH:49][CH2:50][CH3:51])[CH3:48]. The catalyst is ClCCl. The product is [CH2:47]([N:49]([CH2:50][CH3:51])[C:23](=[O:25])[C:8]1[CH:7]=[C:6]([NH:5][CH2:4][CH2:3][CH2:2][CH3:1])[C:11]([O:12][C:13]2[CH:18]=[CH:17][CH:16]=[CH:15][CH:14]=2)=[C:10]([S:19]([NH2:22])(=[O:21])=[O:20])[CH:9]=1)[CH3:48]. The yield is 0.650. (4) The reactants are Cl[C:2]1[C:7]([C:8]([F:11])([F:10])[F:9])=[CH:6][N:5]=[C:4]([NH:12][C:13]2[CH:18]=[CH:17][C:16]([CH:19]3[CH2:24][CH2:23][N:22]([C:25]([O:27][C:28]([CH3:31])([CH3:30])[CH3:29])=[O:26])[CH2:21][CH2:20]3)=[CH:15][CH:14]=2)[N:3]=1.F[B-](F)(F)F.[C:37]([C:39]1[CH:44]=[CH:43][CH:42]=[CH:41][C:40]=1[CH:45]([CH2:49][CH3:50])[C:46]([NH2:48])=[O:47])#[CH:38].CCN(CC)CC. The catalyst is CN(C=O)C.Cl[Pd](Cl)([P](C1C=CC=CC=1)(C1C=CC=CC=1)C1C=CC=CC=1)[P](C1C=CC=CC=1)(C1C=CC=CC=1)C1C=CC=CC=1.[Cu]I. The product is [NH2:48][C:46](=[O:47])[CH:45]([C:40]1[CH:41]=[CH:42][CH:43]=[CH:44][C:39]=1[C:37]#[C:38][C:2]1[C:7]([C:8]([F:11])([F:10])[F:9])=[CH:6][N:5]=[C:4]([NH:12][C:13]2[CH:18]=[CH:17][C:16]([CH:19]3[CH2:24][CH2:23][N:22]([C:25]([O:27][C:28]([CH3:31])([CH3:30])[CH3:29])=[O:26])[CH2:21][CH2:20]3)=[CH:15][CH:14]=2)[N:3]=1)[CH2:49][CH3:50]. The yield is 0.680.